From a dataset of Catalyst prediction with 721,799 reactions and 888 catalyst types from USPTO. Predict which catalyst facilitates the given reaction. (1) Product: [CH3:22][O:23][C:2]1[N:3]=[N:4][C:5]([O:8][CH2:9][C:10]2[C:11]([C:16]3[CH:21]=[CH:20][CH:19]=[CH:18][CH:17]=3)=[N:12][O:13][C:14]=2[CH3:15])=[CH:6][CH:7]=1. The catalyst class is: 92. Reactant: Cl[C:2]1[N:3]=[N:4][C:5]([O:8][CH2:9][C:10]2[C:11]([C:16]3[CH:21]=[CH:20][CH:19]=[CH:18][CH:17]=3)=[N:12][O:13][C:14]=2[CH3:15])=[CH:6][CH:7]=1.[CH3:22][O-:23].[Na+]. (2) Product: [Br:27][CH2:2][C:3]1[CH:4]=[C:5]([CH:15]=[C:16]([O:18][C@@H:19]([CH3:23])[CH2:20][O:21][CH3:22])[CH:17]=1)[C:6]([NH:8][C:9]1[S:10][C:11]([F:14])=[CH:12][N:13]=1)=[O:7]. The catalyst class is: 7. Reactant: O[CH2:2][C:3]1[CH:4]=[C:5]([CH:15]=[C:16]([O:18][C@@H:19]([CH3:23])[CH2:20][O:21][CH3:22])[CH:17]=1)[C:6]([NH:8][C:9]1[S:10][C:11]([F:14])=[CH:12][N:13]=1)=[O:7].P(OBr)(OBr)(O[Br:27])=O. (3) Product: [Br:26][CH2:20][C:17]1[O:16][C:15]([C@@:7]([CH:1]2[CH2:6][CH2:5][CH2:4][CH2:3][CH2:2]2)([C:9]2[CH:14]=[CH:13][CH:12]=[CH:11][CH:10]=2)[OH:8])=[N:19][CH:18]=1. Reactant: [CH:1]1([C@:7]([C:15]2[O:16][C:17]([CH2:20]N(C)C)=[CH:18][N:19]=2)([C:9]2[CH:14]=[CH:13][CH:12]=[CH:11][CH:10]=2)[OH:8])[CH2:6][CH2:5][CH2:4][CH2:3][CH2:2]1.N#C[Br:26]. The catalyst class is: 2. (4) Reactant: C([Si](C)(C)[O:6][C@@H:7]1[C:15]2[C:10](=[C:11]([CH2:18][C:19]3[CH:20]=[N:21][C:22]([Cl:25])=[CH:23][CH:24]=3)[C:12]([C:16]#[N:17])=[CH:13][CH:14]=2)[CH2:9][CH2:8]1)(C)(C)C.[F-].C([N+](CCCC)(CCCC)CCCC)CCC. Product: [Cl:25][C:22]1[N:21]=[CH:20][C:19]([CH2:18][C:11]2[C:12]([C:16]#[N:17])=[CH:13][CH:14]=[C:15]3[C:10]=2[CH2:9][CH2:8][C@@H:7]3[OH:6])=[CH:24][CH:23]=1. The catalyst class is: 7. (5) Reactant: [CH3:1][O:2][C:3]1[CH:4]=[C:5]2[C:10](=[CH:11][C:12]=1[O:13][CH3:14])[N:9]=[CH:8][CH:7]=[C:6]2[O:15][C:16]1[C:22]([CH3:23])=[CH:21][C:19]([NH2:20])=[C:18]([CH3:24])[CH:17]=1.C1(C)C=CC=CC=1.C(N(CC)CC)C.ClC(Cl)(O[C:43](=[O:49])[O:44][C:45](Cl)(Cl)Cl)Cl.[CH3:51][O:52][C:53]1[CH:54]=[C:55]([CH:61]=[CH:62][CH:63]=1)[O:56][CH2:57][CH2:58]CO. Product: [CH3:1][O:2][C:3]1[CH:4]=[C:5]2[C:10](=[CH:11][C:12]=1[O:13][CH3:14])[N:9]=[CH:8][CH:7]=[C:6]2[O:15][C:16]1[C:22]([CH3:23])=[CH:21][C:19]([NH:20][C:43](=[O:49])[O:44][CH2:45][CH2:58][CH2:57][O:56][C:55]2[CH:61]=[CH:62][CH:63]=[C:53]([O:52][CH3:51])[CH:54]=2)=[C:18]([CH3:24])[CH:17]=1. The catalyst class is: 2. (6) Reactant: [NH2:1][C:2]1[CH:3]=[CH:4][C:5]([CH3:26])=[C:6]([C:8]([C:10]2[CH:15]=[CH:14][C:13]([NH:16][C:17]3[CH:22]=[CH:21][C:20]([F:23])=[CH:19][C:18]=3[F:24])=[CH:12][C:11]=2[Cl:25])=[O:9])[CH:7]=1.[CH2:27]([N:34]=[C:35]=[O:36])[C:28]1[CH:33]=[CH:32][CH:31]=[CH:30][CH:29]=1. Product: [CH2:27]([NH:34][C:35]([NH:1][C:2]1[CH:3]=[CH:4][C:5]([CH3:26])=[C:6]([C:8](=[O:9])[C:10]2[CH:15]=[CH:14][C:13]([NH:16][C:17]3[CH:22]=[CH:21][C:20]([F:23])=[CH:19][C:18]=3[F:24])=[CH:12][C:11]=2[Cl:25])[CH:7]=1)=[O:36])[C:28]1[CH:33]=[CH:32][CH:31]=[CH:30][CH:29]=1. The catalyst class is: 17. (7) Reactant: [Cl:1][C:2]1[N:3]=[C:4]([C:9]([NH:11][C@H:12]2[CH2:17][CH2:16][N:15]([C:18](OC(C)(C)C)=O)[CH2:14][C@H:13]2[O:25][CH3:26])=[O:10])[NH:5][C:6]=1[CH2:7][CH3:8].Cl.C(OCC)(=O)C.C(N(C(C)C)CC)(C)C.BrC1[S:45][C:46]2[C:52]([C:53]([O:55][CH2:56][CH3:57])=[O:54])=[CH:51][CH:50]=[CH:49][C:47]=2[N:48]=1.Cl. Product: [Cl:1][C:2]1[N:3]=[C:4]([C:9]([NH:11][C@H:12]2[CH2:17][CH2:16][N:15]([C:18]3[S:45][C:46]4[C:52]([C:53]([O:55][CH2:56][CH3:57])=[O:54])=[CH:51][CH:50]=[CH:49][C:47]=4[N:48]=3)[CH2:14][C@H:13]2[O:25][CH3:26])=[O:10])[NH:5][C:6]=1[CH2:7][CH3:8]. The catalyst class is: 5. (8) The catalyst class is: 99. Product: [C:25]([CH2:24][C@@:18]1([N:17]2[C:13]3[CH:12]=[CH:11][NH:10][C:9](=[O:8])[C:14]=3[C:15]([NH:27][C:28]3[CH:36]=[CH:35][C:31]([C:32]([OH:34])=[O:33])=[C:30]([CH3:37])[CH:29]=3)=[N:16]2)[CH2:23][CH2:22][CH2:21][O:20][CH2:19]1)#[N:26]. Reactant: C([O:8][C:9]1[C:14]2[C:15]([NH:27][C:28]3[CH:36]=[CH:35][C:31]([C:32]([OH:34])=[O:33])=[C:30]([CH3:37])[CH:29]=3)=[N:16][N:17]([C@:18]3([CH2:24][C:25]#[N:26])[CH2:23][CH2:22][CH2:21][O:20][CH2:19]3)[C:13]=2[CH:12]=[CH:11][N:10]=1)C1C=CC=CC=1. (9) Reactant: C1C2C(COC([NH:18][C@@H:19]([CH:64]([CH3:66])[CH3:65])[C:20]([NH:22][C@@H:23]([CH2:57][CH2:58][CH2:59][NH:60][C:61]([NH2:63])=[O:62])[C:24]([NH:26][C:27]3[CH:56]=[CH:55][C:30]([CH2:31][O:32][C:33]4[C:34]5[CH:54]=[CH:53][CH:52]=[CH:51][C:35]=5[C:36]5[C@H:37]([CH2:49][Cl:50])[CH2:38][N:39]([C:42]([O:44][C:45]([CH3:48])([CH3:47])[CH3:46])=[O:43])[C:40]=5[CH:41]=4)=[CH:29][CH:28]=3)=[O:25])=[O:21])=O)C3C(=CC=CC=3)C=2C=CC=1.N1CCCCC1. Product: [NH2:18][C@@H:19]([CH:64]([CH3:66])[CH3:65])[C:20]([NH:22][C@@H:23]([CH2:57][CH2:58][CH2:59][NH:60][C:61]([NH2:63])=[O:62])[C:24]([NH:26][C:27]1[CH:28]=[CH:29][C:30]([CH2:31][O:32][C:33]2[C:34]3[CH:54]=[CH:53][CH:52]=[CH:51][C:35]=3[C:36]3[C@H:37]([CH2:49][Cl:50])[CH2:38][N:39]([C:42]([O:44][C:45]([CH3:48])([CH3:47])[CH3:46])=[O:43])[C:40]=3[CH:41]=2)=[CH:55][CH:56]=1)=[O:25])=[O:21]. The catalyst class is: 3.